Dataset: Full USPTO retrosynthesis dataset with 1.9M reactions from patents (1976-2016). Task: Predict the reactants needed to synthesize the given product. Given the product [CH3:14][C:12]1[CH:11]=[CH:10][C:9]([NH:15][C:16](=[O:18])[CH3:17])=[C:8]([N:5]2[CH2:6][CH2:7][CH:2]([NH:1][C:29]3[CH:34]=[CH:33][CH:32]=[CH:31][C:30]=3[N+:35]([O-:37])=[O:36])[CH2:3][CH2:4]2)[CH:13]=1, predict the reactants needed to synthesize it. The reactants are: [NH2:1][CH:2]1[CH2:7][CH2:6][N:5]([C:8]2[CH:13]=[C:12]([CH3:14])[CH:11]=[CH:10][C:9]=2[NH:15][C:16](=[O:18])[CH3:17])[CH2:4][CH2:3]1.CCN(C(C)C)C(C)C.F[C:29]1[CH:34]=[CH:33][CH:32]=[CH:31][C:30]=1[N+:35]([O-:37])=[O:36].Cl.